This data is from Forward reaction prediction with 1.9M reactions from USPTO patents (1976-2016). The task is: Predict the product of the given reaction. Given the reactants [C:1]([C:5]1[CH:10]=[CH:9][C:8]([NH:11][C:12](=[O:29])[C:13]2[CH:18]=[CH:17][CH:16]=[N:15][C:14]=2[NH:19][C:20]2[CH:28]=[C:27]3[C:23]([CH:24]=[N:25][NH:26]3)=[CH:22][CH:21]=2)=[CH:7][C:6]=1[NH:30][CH2:31][CH2:32]O)([CH3:4])([CH3:3])[CH3:2].C(Br)(Br)(Br)[Br:35].C1(P(C(P(C2C=CC=CC=2)C2C=CC=CC=2)(C)C)C2C=CC=CC=2)C=CC=CC=1, predict the reaction product. The product is: [Br:35][CH2:32][CH2:31][NH:30][C:6]1[CH:7]=[C:8]([NH:11][C:12](=[O:29])[C:13]2[CH:18]=[CH:17][CH:16]=[N:15][C:14]=2[NH:19][C:20]2[CH:28]=[C:27]3[C:23]([CH:24]=[N:25][NH:26]3)=[CH:22][CH:21]=2)[CH:9]=[CH:10][C:5]=1[C:1]([CH3:2])([CH3:3])[CH3:4].